Dataset: Reaction yield outcomes from USPTO patents with 853,638 reactions. Task: Predict the reaction yield, written as a fraction of the theoretical maximum amount of product (1.0 means a 100% yield; for example, 0.34 means a 34% yield). (1) The reactants are CS(O[CH2:6][CH2:7][CH2:8][CH2:9][CH2:10][NH:11][C:12]([O:14][C:15]([CH3:18])([CH3:17])[CH3:16])=[O:13])(=O)=O.[I-:19].[K+].O. The catalyst is CN(C=O)C. The product is [I:19][CH2:6][CH2:7][CH2:8][CH2:9][CH2:10][NH:11][C:12](=[O:13])[O:14][C:15]([CH3:18])([CH3:17])[CH3:16]. The yield is 0.920. (2) The reactants are [CH:1]1([C:7]2[N:12]3[N:13]=[CH:14][C:15]([C:16]#[N:17])=[C:11]3[N:10]=[CH:9][C:8]=2[C:18]2[CH:23]=[CH:22][C:21]([OH:24])=[CH:20][CH:19]=2)[CH2:6][CH2:5][CH2:4][CH2:3][CH2:2]1.C(=O)([O-])[O-].[Cs+].[Cs+].[F:31][C:32]([F:42])([F:41])[C:33]1[CH:34]=[C:35]([CH:38]=[CH:39][CH:40]=1)[CH2:36]Br. The catalyst is CN(C)C=O.O. The product is [CH:1]1([C:7]2[N:12]3[N:13]=[CH:14][C:15]([C:16]#[N:17])=[C:11]3[N:10]=[CH:9][C:8]=2[C:18]2[CH:19]=[CH:20][C:21]([O:24][CH2:36][C:35]3[CH:38]=[CH:39][CH:40]=[C:33]([C:32]([F:31])([F:41])[F:42])[CH:34]=3)=[CH:22][CH:23]=2)[CH2:2][CH2:3][CH2:4][CH2:5][CH2:6]1. The yield is 0.800.